Dataset: Peptide-MHC class I binding affinity with 185,985 pairs from IEDB/IMGT. Task: Regression. Given a peptide amino acid sequence and an MHC pseudo amino acid sequence, predict their binding affinity value. This is MHC class I binding data. (1) The peptide sequence is STLNFNNLY. The MHC is HLA-A29:02 with pseudo-sequence HLA-A29:02. The binding affinity (normalized) is 1.00. (2) The peptide sequence is GTFEFTSFFY. The MHC is HLA-A24:02 with pseudo-sequence HLA-A24:02. The binding affinity (normalized) is 0.0184. (3) The peptide sequence is LYDVIPVTY. The MHC is HLA-A30:02 with pseudo-sequence HLA-A30:02. The binding affinity (normalized) is 0.229. (4) The peptide sequence is NVTIPEQYT. The MHC is HLA-A02:06 with pseudo-sequence HLA-A02:06. The binding affinity (normalized) is 0.